From a dataset of CYP2C19 inhibition data for predicting drug metabolism from PubChem BioAssay. Regression/Classification. Given a drug SMILES string, predict its absorption, distribution, metabolism, or excretion properties. Task type varies by dataset: regression for continuous measurements (e.g., permeability, clearance, half-life) or binary classification for categorical outcomes (e.g., BBB penetration, CYP inhibition). Dataset: cyp2c19_veith. (1) The drug is O=S(=O)(c1ccccc1)N1CCC2(CCN(c3ncccn3)CC2)CC1. The result is 0 (non-inhibitor). (2) The drug is CN(C)c1cc[n+](CC(=O)Nc2cc(C(F)(F)F)ccc2Cl)cc1.[Cl-]. The result is 0 (non-inhibitor). (3) The drug is O=C(O)CCC(=O)c1ccc[nH]1. The result is 0 (non-inhibitor).